From a dataset of Full USPTO retrosynthesis dataset with 1.9M reactions from patents (1976-2016). Predict the reactants needed to synthesize the given product. (1) Given the product [ClH:14].[CH3:11][O:9][C:8]([C:2]1([NH2:1])[CH2:7][CH2:6][CH2:5][CH2:4][CH2:3]1)=[O:10], predict the reactants needed to synthesize it. The reactants are: [NH2:1][C:2]1([C:8]([OH:10])=[O:9])[CH2:7][CH2:6][CH2:5][CH2:4][CH2:3]1.[C:11]([Cl:14])(=O)C. (2) Given the product [Br:12][C:13]1[CH:22]=[CH:21][C:20]([NH:23][S:7]([C:1]2[CH:6]=[CH:5][CH:4]=[CH:3][CH:2]=2)(=[O:9])=[O:8])=[C:19]2[C:14]=1[CH:15]=[CH:16][CH:17]=[N:18]2, predict the reactants needed to synthesize it. The reactants are: [C:1]1([S:7](Cl)(=[O:9])=[O:8])[CH:6]=[CH:5][CH:4]=[CH:3][CH:2]=1.Cl.[Br:12][C:13]1[CH:22]=[CH:21][C:20]([NH2:23])=[C:19]2[C:14]=1[CH:15]=[CH:16][CH:17]=[N:18]2.N1C=CC=CC=1.O. (3) Given the product [C:1]([O:5][C:6]([NH:8][C@H:9]([C:25]([O:27][CH:28]([CH3:30])[CH3:29])=[O:26])[CH2:10][C:11]1[CH:16]=[CH:15][C:14]([B:31]2[O:35][C:34]([CH3:37])([CH3:36])[C:33]([CH3:39])([CH3:38])[O:32]2)=[CH:13][CH:12]=1)=[O:7])([CH3:4])([CH3:3])[CH3:2], predict the reactants needed to synthesize it. The reactants are: [C:1]([O:5][C:6]([NH:8][C@H:9]([C:25]([O:27][CH:28]([CH3:30])[CH3:29])=[O:26])[CH2:10][C:11]1[CH:16]=[CH:15][C:14](OS(C(F)(F)F)(=O)=O)=[CH:13][CH:12]=1)=[O:7])([CH3:4])([CH3:3])[CH3:2].[B:31]1([B:31]2[O:35][C:34]([CH3:37])([CH3:36])[C:33]([CH3:39])([CH3:38])[O:32]2)[O:35][C:34]([CH3:37])([CH3:36])[C:33]([CH3:39])([CH3:38])[O:32]1.C([O-])(=O)C.[K+]. (4) The reactants are: [F:1][C:2]1[CH:3]=[N:4][C:5]([N:8]2[CH2:16][CH:15]3[C:10]([C:18]4[CH:23]=[CH:22][N:21]=[CH:20][CH:19]=4)([N:11]=[C:12]([NH2:17])[S:13][CH2:14]3)[CH2:9]2)=[N:6][CH:7]=1.C(O)C. Given the product [F:1][C:2]1[CH:7]=[N:6][C:5]([N:8]2[CH2:16][C@@H:15]3[C@@:10]([C:18]4[CH:23]=[CH:22][N:21]=[CH:20][CH:19]=4)([N:11]=[C:12]([NH2:17])[S:13][CH2:14]3)[CH2:9]2)=[N:4][CH:3]=1, predict the reactants needed to synthesize it. (5) Given the product [CH2:1]([O:3][C:4]([C:6]1[N:7]([CH2:24][O:23][CH2:22][CH2:21][Si:18]([CH3:20])([CH3:19])[CH3:17])[CH:8]=[CH:9][N:10]=1)=[O:5])[CH3:2], predict the reactants needed to synthesize it. The reactants are: [CH2:1]([O:3][C:4]([C:6]1[NH:7][CH:8]=[CH:9][N:10]=1)=[O:5])[CH3:2].C([O-])([O-])=O.[K+].[K+].[CH3:17][Si:18]([CH2:21][CH2:22][O:23][CH2:24]Cl)([CH3:20])[CH3:19].CC(C)=O. (6) Given the product [CH2:20]([N:19]1[C:3]2[C:4](=[O:18])[NH:5][C:6](=[O:17])[N:7]([CH2:8][C:9]3[CH:10]=[CH:11][C:12]([O:15][CH3:16])=[CH:13][CH:14]=3)[C:2]=2[N:1]=[C:27]1[C:28]([CH3:31])([CH3:30])[CH3:29])[C:21]1[CH:26]=[CH:25][CH:24]=[CH:23][CH:22]=1, predict the reactants needed to synthesize it. The reactants are: [NH2:1][C:2]1[N:7]([CH2:8][C:9]2[CH:14]=[CH:13][C:12]([O:15][CH3:16])=[CH:11][CH:10]=2)[C:6](=[O:17])[NH:5][C:4](=[O:18])[C:3]=1[NH:19][CH2:20][C:21]1[CH:26]=[CH:25][CH:24]=[CH:23][CH:22]=1.[C:27](Cl)(=O)[C:28]([CH3:31])([CH3:30])[CH3:29].